From a dataset of Forward reaction prediction with 1.9M reactions from USPTO patents (1976-2016). Predict the product of the given reaction. (1) Given the reactants [OH:1][C@H:2]1[CH2:7][CH2:6][CH2:5][CH2:4][C@@H:3]1[N:8]1[C:17](=[O:18])[C:16]2[C:11](=[C:12]3[CH:31]=[CH:30][N:29]=[CH:28][C:13]3=[C:14]([CH2:19][C:20]3[CH:27]=[CH:26][C:23]([CH:24]=[O:25])=[CH:22][CH:21]=3)[CH:15]=2)[N:10]=[CH:9]1.[CH3:32][Mg]Br.[Cl-].[NH4+], predict the reaction product. The product is: [OH:1][C@H:2]1[CH2:7][CH2:6][CH2:5][CH2:4][C@@H:3]1[N:8]1[C:17](=[O:18])[C:16]2[C:11](=[C:12]3[CH:31]=[CH:30][N:29]=[CH:28][C:13]3=[C:14]([CH2:19][C:20]3[CH:21]=[CH:22][C:23]([CH:24]([OH:25])[CH3:32])=[CH:26][CH:27]=3)[CH:15]=2)[N:10]=[CH:9]1. (2) Given the reactants [CH3:1][O:2][C:3]1[N:4]=[N:5][CH:6]=[CH:7][CH:8]=1.[CH3:9][O:10][C:11]([C:13]#[C:14][C:15]([O:17][CH3:18])=[O:16])=[O:12], predict the reaction product. The product is: [CH3:1][O:2][C:3]1[CH:8]=[CH:7][C:6]2[N:5]([C:13]([C:11]([O:10][CH3:9])=[O:12])=[C:14]([C:15]([O:17][CH3:18])=[O:16])[C:13]=2[C:11]([O:10][CH3:9])=[O:12])[N:4]=1. (3) The product is: [CH3:1][C:2]1[C:6]([CH2:7][CH2:8][C:9](=[O:20])[N:10]([CH3:40])[C:11]([CH3:19])([C:13]2[CH:18]=[CH:17][CH:16]=[CH:15][CH:14]=2)[CH3:12])=[C:5]([C:21]2[CH:22]=[CH:23][C:24]([C:27]3[CH:32]=[CH:31][C:30]([C:33]4([C:36]([OH:38])=[O:37])[CH2:34][CH2:35]4)=[CH:29][CH:28]=3)=[CH:25][CH:26]=2)[O:4][N:3]=1. Given the reactants [CH3:1][C:2]1[C:6]([CH2:7][CH2:8][C:9](=[O:20])[NH:10][C:11]([CH3:19])([C:13]2[CH:18]=[CH:17][CH:16]=[CH:15][CH:14]=2)[CH3:12])=[C:5]([C:21]2[CH:26]=[CH:25][C:24]([C:27]3[CH:32]=[CH:31][C:30]([C:33]4([C:36]([OH:38])=[O:37])[CH2:35][CH2:34]4)=[CH:29][CH:28]=3)=[CH:23][CH:22]=2)[O:4][N:3]=1.I[CH3:40], predict the reaction product. (4) Given the reactants CO[C:3]1[C:8]([B:9]2[O:13][C:12]([CH3:15])([CH3:14])[C:11]([CH3:17])([CH3:16])[O:10]2)=CN=CN=1.BrC1[N:23]([CH:24]([CH3:26])[CH3:25])[C:22]2[CH:27]([C:39]3[CH:44]=[CH:43][C:42]([Cl:45])=[CH:41][CH:40]=3)[N:28]([C:31]3[CH:36]=[C:35]([Cl:37])[CH:34]=[CH:33][C:32]=3[CH3:38])[C:29](=[O:30])[C:21]=2C=1.COCCOC.BrC1C(OC)=NC=NC=1, predict the reaction product. The product is: [Cl:37][C:35]1[CH:34]=[CH:33][C:32]([CH3:38])=[C:31]([N:28]2[C:29](=[O:30])[C:21]3[CH:3]=[C:8]([B:9]4[O:10][C:11]([CH3:16])([CH3:17])[C:12]([CH3:14])([CH3:15])[O:13]4)[N:23]([CH:24]([CH3:26])[CH3:25])[C:22]=3[CH:27]2[C:39]2[CH:40]=[CH:41][C:42]([Cl:45])=[CH:43][CH:44]=2)[CH:36]=1. (5) Given the reactants [CH3:1][O:2][C:3](=[O:17])[C:4]1[CH:9]=[CH:8][C:7]([CH:10]2[CH2:15][CH2:14][CH2:13][CH2:12][CH2:11]2)=[C:6](N)[CH:5]=1.[C:18]([BH3-])#[N:19].[Na+].O.[C:23](=O)([O-])O.[Na+], predict the reaction product. The product is: [CH3:1][O:2][C:3](=[O:17])[C:4]1[CH:9]=[CH:8][C:7]([CH:10]2[CH2:15][CH2:14][CH2:13][CH2:12][CH2:11]2)=[C:6]([N:19]([CH3:18])[CH3:23])[CH:5]=1.